From a dataset of Forward reaction prediction with 1.9M reactions from USPTO patents (1976-2016). Predict the product of the given reaction. (1) Given the reactants C(OC([N:8]1[C:12]([CH3:13])=[CH:11][C:10]([NH:14][C:15]2[N:16]=[C:17](Cl)[C:18]([C:21]([O:23][CH3:24])=[O:22])=[N:19][CH:20]=2)=[N:9]1)=O)(C)(C)C.[Cl:26][C:27]1[C:28](C(OC)=O)=NC=C(Cl)N=1.C1(P(C2C=CC=CC=2)C2C3OC4C(=CC=CC=4P(C4C=CC=CC=4)C4C=CC=CC=4)C(C)(C)C=3C=CC=2)C=CC=CC=1.C(=O)([O-])[O-].[K+].[K+].N[C:87]1[CH:91]=[C:90]([CH3:92])[N:89](C(OC(C)(C)C)=O)N=1, predict the reaction product. The product is: [Cl:26][C:27]1[CH:87]=[CH:91][C:90]([NH:92][C:17]2[C:18]([C:21]([O:23][CH3:24])=[O:22])=[N:19][CH:20]=[C:15]([NH:14][C:10]3[CH:11]=[C:12]([CH3:13])[NH:8][N:9]=3)[N:16]=2)=[CH:89][CH:28]=1. (2) Given the reactants C(OC([NH:8][NH:9][CH:10]1[CH2:15][CH2:14][C:13]([F:17])([F:16])[CH2:12][CH2:11]1)=O)(C)(C)C.[ClH:18], predict the reaction product. The product is: [ClH:18].[F:16][C:13]1([F:17])[CH2:14][CH2:15][CH:10]([NH:9][NH2:8])[CH2:11][CH2:12]1.